Dataset: Peptide-MHC class I binding affinity with 185,985 pairs from IEDB/IMGT. Task: Regression. Given a peptide amino acid sequence and an MHC pseudo amino acid sequence, predict their binding affinity value. This is MHC class I binding data. (1) The peptide sequence is TPKIRFWHV. The binding affinity (normalized) is 0.0847. The MHC is HLA-B40:01 with pseudo-sequence HLA-B40:01. (2) The peptide sequence is VMWAGPWSS. The MHC is HLA-A29:02 with pseudo-sequence HLA-A29:02. The binding affinity (normalized) is 0.589. (3) The peptide sequence is ILHNIYRLFT. The MHC is HLA-A02:06 with pseudo-sequence HLA-A02:06. The binding affinity (normalized) is 0.344. (4) The peptide sequence is AVFKDSFLGK. The MHC is HLA-A02:06 with pseudo-sequence HLA-A02:06. The binding affinity (normalized) is 0.312.